This data is from Full USPTO retrosynthesis dataset with 1.9M reactions from patents (1976-2016). The task is: Predict the reactants needed to synthesize the given product. (1) Given the product [N+:1]([C:4]1[CH:5]=[C:6]([CH2:10][CH2:11][NH2:12])[CH:7]=[CH:8][CH:9]=1)([O-:3])=[O:2], predict the reactants needed to synthesize it. The reactants are: [N+:1]([C:4]1[CH:5]=[C:6]([CH2:10][C:11]#[N:12])[CH:7]=[CH:8][CH:9]=1)([O-:3])=[O:2].CSC.B.Cl. (2) The reactants are: [CH3:1][O:2][C:3]1[CH:8]=[CH:7][CH:6]=[C:5]([NH:9][CH:10]2[CH2:15][CH2:14][N:13]([C:16]([O:18][C:19]([CH3:22])([CH3:21])[CH3:20])=[O:17])[CH2:12][CH2:11]2)[CH:4]=1.[CH3:23][O:24][C:25]1[CH:26]=[C:27]([C:35]2[CH:36]=[C:37]([CH:40]=[CH:41][CH:42]=2)[CH2:38]Cl)[CH:28]=[C:29]([O:33][CH3:34])[C:30]=1[O:31][CH3:32]. Given the product [C:19]([O:18][C:16]([N:13]1[CH2:14][CH2:15][CH:10]([N:9]([C:5]2[CH:6]=[CH:7][CH:8]=[C:3]([O:2][CH3:1])[CH:4]=2)[CH2:38][C:37]2[CH:40]=[CH:41][CH:42]=[C:35]([C:27]3[CH:28]=[C:29]([O:33][CH3:34])[C:30]([O:31][CH3:32])=[C:25]([O:24][CH3:23])[CH:26]=3)[CH:36]=2)[CH2:11][CH2:12]1)=[O:17])([CH3:22])([CH3:21])[CH3:20], predict the reactants needed to synthesize it.